Dataset: Full USPTO retrosynthesis dataset with 1.9M reactions from patents (1976-2016). Task: Predict the reactants needed to synthesize the given product. (1) Given the product [Cl:1][C:2]1[CH:7]=[C:6]([O:8][CH3:9])[CH:5]=[CH:4][C:3]=1[CH:10]([CH3:20])[C:11]([C:13]1[CH:18]=[CH:17][N:16]=[C:15]([Cl:19])[CH:14]=1)([OH:12])[C:22]([F:24])([F:23])[F:21], predict the reactants needed to synthesize it. The reactants are: [Cl:1][C:2]1[CH:7]=[C:6]([O:8][CH3:9])[CH:5]=[CH:4][C:3]=1[CH:10]([CH3:20])[C:11]([C:13]1[CH:18]=[CH:17][N:16]=[C:15]([Cl:19])[CH:14]=1)=[O:12].[F:21][C:22]([Si](C)(C)C)([F:24])[F:23].O.O.O.[F-].C[N+](C)(C)C.CCCCCCC. (2) Given the product [C:17]([NH:16][C:13]1[CH:14]=[C:15]2[C:5]3[CH:4]=[CH:3][C:2]([O:1][CH2:25][C@:21]([NH:22][C:28](=[O:29])[O:30][CH2:31][C:32]4[CH:37]=[CH:36][CH:35]=[CH:34][CH:33]=4)([CH3:20])[CH2:38][C:39]([CH3:41])=[CH2:40])=[CH:7][C:6]=3[O:8][CH2:9][C:10]2=[CH:11][N:12]=1)(=[O:19])[CH3:18], predict the reactants needed to synthesize it. The reactants are: [OH:1][C:2]1[CH:3]=[CH:4][C:5]2[C:15]3[C:10](=[CH:11][N:12]=[C:13]([NH:16][C:17](=[O:19])[CH3:18])[CH:14]=3)[CH2:9][O:8][C:6]=2[CH:7]=1.[CH3:20][C@:21]1([CH2:38][C:39]([CH3:41])=[CH2:40])[CH2:25]OS(=O)(=O)[N:22]1[C:28]([O:30][CH2:31][C:32]1[CH:37]=[CH:36][CH:35]=[CH:34][CH:33]=1)=[O:29].C(=O)([O-])[O-].[K+].[K+].CN1C(=O)CCC1. (3) The reactants are: Br[C:2]1[CH:3]=[C:4]2[C:9](=[CH:10][CH:11]=1)[C:8](=[O:12])[NH:7][N:6]=[C:5]2[Cl:13].[C:14]1([C:20]2[CH:21]=[C:22]([CH:25]=[CH:26][CH:27]=2)[CH2:23][NH2:24])[CH:19]=[CH:18][CH:17]=[CH:16][CH:15]=1.C1C=CC(P(C2C(C3C(P(C4C=CC=CC=4)C4C=CC=CC=4)=CC=C4C=3C=CC=C4)=C3C(C=CC=C3)=CC=2)C2C=CC=CC=2)=CC=1.CC([O-])(C)C.[Na+]. Given the product [C:20]1([C:14]2[CH:19]=[CH:18][CH:17]=[CH:16][CH:15]=2)[CH:27]=[CH:26][CH:25]=[C:22]([CH2:23][NH:24][C:2]2[CH:3]=[C:4]3[C:9](=[CH:10][CH:11]=2)[C:8](=[O:12])[NH:7][N:6]=[C:5]3[Cl:13])[CH:21]=1, predict the reactants needed to synthesize it. (4) Given the product [C:1]([C:5]1[CH:6]=[CH:7][C:8]([S:11]([N:14]([C:15]2[CH:20]=[CH:19][C:18]([CH3:21])=[CH:17][CH:16]=2)[CH2:22][C:23]([N:29]([CH:26]2[CH2:27][CH2:28]2)[CH2:30][C:31]2[CH:36]=[CH:35][C:34]([O:37][CH3:38])=[C:33]([O:39][CH3:40])[CH:32]=2)=[O:24])(=[O:13])=[O:12])=[CH:9][CH:10]=1)([CH3:4])([CH3:3])[CH3:2], predict the reactants needed to synthesize it. The reactants are: [C:1]([C:5]1[CH:10]=[CH:9][C:8]([S:11]([N:14]([CH2:22][C:23](O)=[O:24])[C:15]2[CH:20]=[CH:19][C:18]([CH3:21])=[CH:17][CH:16]=2)(=[O:13])=[O:12])=[CH:7][CH:6]=1)([CH3:4])([CH3:3])[CH3:2].[CH:26]1([NH:29][CH2:30][C:31]2[CH:36]=[CH:35][C:34]([O:37][CH3:38])=[C:33]([O:39][CH3:40])[CH:32]=2)[CH2:28][CH2:27]1.